This data is from Reaction yield outcomes from USPTO patents with 853,638 reactions. The task is: Predict the reaction yield, written as a fraction of the theoretical maximum amount of product (1.0 means a 100% yield; for example, 0.34 means a 34% yield). The reactants are Br[C:2]1[CH:3]=[CH:4][C:5]2[N:6]([C:15]3[CH:20]=[CH:19][CH:18]=[CH:17][CH:16]=3)[C:7]3[C:12]([C:13]=2[CH:14]=1)=[CH:11][CH:10]=[CH:9][CH:8]=3.C([Li])CCC.[B:26](OC)([O:29]C)[O:27]C.Cl. The catalyst is O1CCCC1. The product is [C:7]1([N:6]2[C:5]3[CH:13]=[CH:14][C:2]([B:26]([OH:29])[OH:27])=[CH:3][C:4]=3[C:20]3[C:15]2=[CH:16][CH:17]=[CH:18][CH:19]=3)[CH:12]=[CH:11][CH:10]=[CH:9][CH:8]=1. The yield is 0.800.